This data is from Reaction yield outcomes from USPTO patents with 853,638 reactions. The task is: Predict the reaction yield, written as a fraction of the theoretical maximum amount of product (1.0 means a 100% yield; for example, 0.34 means a 34% yield). (1) The reactants are [NH2:1][C:2]1[N:7]=[C:6]([N:8]([CH3:15])[C:9]2[CH:14]=[CH:13][CH:12]=[CH:11][CH:10]=2)[N:5]=[C:4]([C:16]2[N:20]=[C:19]([C:21]3[CH:22]=[CH:23][C:24]([OH:27])=[N:25][CH:26]=3)[O:18][N:17]=2)[N:3]=1.I[CH2:29][C:30]#[N:31].C(=O)([O-])[O-].[Cs+].[Cs+]. The catalyst is CN(C=O)C.O. The product is [NH2:1][C:2]1[N:7]=[C:6]([N:8]([CH3:15])[C:9]2[CH:10]=[CH:11][CH:12]=[CH:13][CH:14]=2)[N:5]=[C:4]([C:16]2[N:20]=[C:19]([C:21]3[CH:22]=[CH:23][C:24]([O:27][CH2:29][C:30]#[N:31])=[N:25][CH:26]=3)[O:18][N:17]=2)[N:3]=1. The yield is 0.0200. (2) The reactants are [CH3:1][S:2]([NH:5][N:6]1[C:10](=[O:11])[CH2:9][S:8][C:7]1=[S:12])(=[O:4])=[O:3].[Cl:13][C:14]1[CH:15]=[C:16]([CH:19]=[CH:20][C:21]=1[Cl:22])[CH:17]=O.CC([O-])=O.[Na+]. The catalyst is CO. The product is [Cl:13][C:14]1[CH:15]=[C:16]([CH:17]=[C:9]2[S:8][C:7](=[S:12])[N:6]([NH:5][S:2]([CH3:1])(=[O:4])=[O:3])[C:10]2=[O:11])[CH:19]=[CH:20][C:21]=1[Cl:22]. The yield is 0.550. (3) The reactants are [CH3:1][O-].[Na+].[N:4]#[C:5][NH2:6].[N:7]([C:10]1[CH:15]=[C:14]([C:16]([F:19])([F:18])[F:17])[CH:13]=[CH:12][N:11]=1)=[C:8]=[S:9].CI. The catalyst is CO. The product is [CH3:1][S:9][CH:8]([NH:7][C:10]1[CH:15]=[C:14]([C:16]([F:19])([F:17])[F:18])[CH:13]=[CH:12][N:11]=1)[NH:4][C:5]#[N:6]. The yield is 0.360. (4) The reactants are [CH2:1]([O:4][NH:5][CH:6]1[CH2:11][NH:10][C@@H:9]([C:12]([NH2:14])=[O:13])[C:8]([CH2:15][CH3:16])=[CH:7]1)[CH:2]=[CH2:3].C(N(C(C)C)CC)(C)C.Cl[C:27](Cl)([O:29]C(=O)OC(Cl)(Cl)Cl)Cl. The catalyst is C(#N)C.C(OCC)(=O)C. The product is [CH2:1]([O:4][N:5]1[C:27](=[O:29])[N:10]2[CH2:11][C@H:6]1[CH:7]=[C:8]([CH2:15][CH3:16])[C@H:9]2[C:12]([NH2:14])=[O:13])[CH:2]=[CH2:3]. The yield is 0.870. (5) The reactants are [CH3:1][C:2]1([CH3:8])[CH2:7][NH:6][CH2:5][CH2:4][NH:3]1.Cl[C:10]1[N:11]=[CH:12][C:13]([C:16]([NH:18][C:19]2[NH:20][N:21]=[C:22]([CH2:24][CH2:25][C:26]3[CH:31]=[C:30]([O:32][CH3:33])[CH:29]=[C:28]([O:34][CH3:35])[CH:27]=3)[CH:23]=2)=[O:17])=[N:14][CH:15]=1. The catalyst is CS(C)=O. The product is [CH3:33][O:32][C:30]1[CH:31]=[C:26]([CH2:25][CH2:24][C:22]2[CH:23]=[C:19]([NH:18][C:16]([C:13]3[CH:12]=[N:11][C:10]([N:6]4[CH2:5][CH2:4][NH:3][C:2]([CH3:8])([CH3:1])[CH2:7]4)=[CH:15][N:14]=3)=[O:17])[NH:20][N:21]=2)[CH:27]=[C:28]([O:34][CH3:35])[CH:29]=1. The yield is 0.470. (6) The reactants are [C:1]([O:10]C)(=O)[C:2]1[C:3](=[CH:5][CH:6]=[CH:7][CH:8]=1)[SH:4].[C:12]([C:14]1[CH:19]=[CH:18][CH:17]=[CH:16][N:15]=1)#[N:13].C(N(CC)CC)C. The catalyst is C1(C)C=CC=CC=1. The product is [N:15]1[CH:16]=[CH:17][CH:18]=[CH:19][C:14]=1[C:12]1[S:4][C:3]2[CH:5]=[CH:6][CH:7]=[CH:8][C:2]=2[C:1](=[O:10])[N:13]=1. The yield is 0.434. (7) The reactants are [CH3:1][O:2][C:3]1[CH:8]=[C:7](B2OC(C)(C)C(C)(C)O2)[CH:6]=[CH:5][N:4]=1.Br[C:19]1[CH:20]=[CH:21][C:22]([C:25]([F:28])([F:27])[F:26])=[N:23][CH:24]=1. No catalyst specified. The product is [CH3:1][O:2][C:3]1[CH:8]=[C:7]([C:19]2[CH:24]=[N:23][C:22]([C:25]([F:28])([F:27])[F:26])=[CH:21][CH:20]=2)[CH:6]=[CH:5][N:4]=1. The yield is 0.810.